This data is from Full USPTO retrosynthesis dataset with 1.9M reactions from patents (1976-2016). The task is: Predict the reactants needed to synthesize the given product. (1) The reactants are: [C:1]([OH:20])(=[O:19])[CH2:2][CH2:3][CH2:4][CH2:5][CH2:6][CH2:7][CH2:8]/[CH:9]=C\CCCCCCCC.[CH:21](=O)[CH2:22]CCCCCCC.[O:31]=C(CCCCCCC)C(O)=O.O=O.OO.C(O)CCCCCCCC. Given the product [O:31]=[CH:9][CH2:8][CH2:7][CH2:6][CH2:5][CH2:4][CH2:3][CH2:2][C:1]([O:20][CH2:21][CH3:22])=[O:19], predict the reactants needed to synthesize it. (2) Given the product [CH2:18]([O:17][C:14]1[C:13]2[C:8](=[CH:9][CH:10]=[C:11]([CH3:25])[CH:12]=2)[N:7]=[C:6]([CH2:5][OH:4])[C:15]=1[CH3:16])[C:19]1[CH:20]=[CH:21][CH:22]=[CH:23][CH:24]=1, predict the reactants needed to synthesize it. The reactants are: C([O:4][CH2:5][C:6]1[C:15]([CH3:16])=[C:14]([O:17][CH2:18][C:19]2[CH:24]=[CH:23][CH:22]=[CH:21][CH:20]=2)[C:13]2[C:8](=[CH:9][CH:10]=[C:11]([CH3:25])[CH:12]=2)[N:7]=1)(=O)C.[OH-].[Na+]. (3) Given the product [CH3:11][C:8]1([CH3:12])[O:7][CH:6]([CH2:5][C:4]2[CH:3]=[C:2]([B:16]3[O:20][C:19]([CH3:22])([CH3:21])[C:18]([CH3:24])([CH3:23])[O:17]3)[CH:15]=[CH:14][CH:13]=2)[CH2:10][O:9]1, predict the reactants needed to synthesize it. The reactants are: Br[C:2]1[CH:3]=[C:4]([CH:13]=[CH:14][CH:15]=1)[CH2:5][CH:6]1[CH2:10][O:9][C:8]([CH3:12])([CH3:11])[O:7]1.[B:16]1([B:16]2[O:20][C:19]([CH3:22])([CH3:21])[C:18]([CH3:24])([CH3:23])[O:17]2)[O:20][C:19]([CH3:22])([CH3:21])[C:18]([CH3:24])([CH3:23])[O:17]1.CC([O-])=O.[K+]. (4) The reactants are: [CH3:1][O:2][C:3]([C:5]1([S:17][CH3:18])[CH2:9][CH2:8][N:7](C(OC(C)(C)C)=O)[CH2:6]1)=[O:4]. Given the product [CH3:1][O:2][C:3]([C:5]1([S:17][CH3:18])[CH2:9][CH2:8][NH:7][CH2:6]1)=[O:4], predict the reactants needed to synthesize it. (5) Given the product [C:7]([C:6]1[C:5]([CH3:9])=[C:4]([O:10][CH3:11])[S:3][C:2]=1[NH:1][C:21]([NH:20][C:12](=[O:19])[C:13]1[CH:14]=[CH:15][CH:16]=[CH:17][CH:18]=1)=[O:22])#[N:8], predict the reactants needed to synthesize it. The reactants are: [NH2:1][C:2]1[S:3][C:4]([O:10][CH3:11])=[C:5]([CH3:9])[C:6]=1[C:7]#[N:8].[C:12]([N:20]=[C:21]=[O:22])(=[O:19])[C:13]1[CH:18]=[CH:17][CH:16]=[CH:15][CH:14]=1. (6) Given the product [CH2:33]([O:32][C:30]([CH2:29][CH2:28][CH2:27][CH2:26][CH2:25][NH:1][C:2]1[C:15]2[C:16]3=[C:17]4[C:12](=[CH:13][CH:14]=2)[CH:11]=[CH:10][CH:9]=[C:8]4[CH:7]=[CH:6][C:5]3=[CH:4][CH:3]=1)=[O:31])[CH3:34], predict the reactants needed to synthesize it. The reactants are: [NH2:1][C:2]1[C:15]2[C:16]3=[C:17]4[C:12](=[CH:13][CH:14]=2)[CH:11]=[CH:10][CH:9]=[C:8]4[CH:7]=[CH:6][C:5]3=[CH:4][CH:3]=1.C(=O)([O-])[O-].[K+].[K+].Br[CH2:25][CH2:26][CH2:27][CH2:28][CH2:29][C:30]([O:32][CH2:33][CH3:34])=[O:31]. (7) Given the product [N:1]1[CH:2]=[CH:3][C:4]([C:7]2[N:8]3[CH2:14][CH2:13][CH2:12][CH:21]([C:22]([O:24][CH2:25][CH3:26])=[O:23])[C:9]3=[N:10][N:11]=2)=[CH:5][CH:6]=1, predict the reactants needed to synthesize it. The reactants are: [N:1]1[CH:6]=[CH:5][C:4]([C:7]2[N:8]3[CH2:14][CH2:13][CH2:12][C:9]3=[N:10][N:11]=2)=[CH:3][CH:2]=1.O=C1[CH:21]([C:22]([O:24][CH2:25][CH3:26])=[O:23])CCCN1.C(NN)(=O)C1C=CN=CC=1. (8) Given the product [Cl:1][C:2]1[CH:7]=[CH:6][C:5]([C:8]2[O:16][C:15]3[CH:14]=[CH:13][N:12]([C:17]4[CH:18]=[C:19]5[C:23](=[CH:24][CH:25]=4)[N:22]([CH2:26][CH:27]([OH:30])[OH:28])[N:21]=[CH:20]5)[C:11](=[O:32])[C:10]=3[CH:9]=2)=[CH:4][CH:3]=1, predict the reactants needed to synthesize it. The reactants are: [Cl:1][C:2]1[CH:7]=[CH:6][C:5]([C:8]2[O:16][C:15]3[CH:14]=[CH:13][N:12]([C:17]4[CH:18]=[C:19]5[C:23](=[CH:24][CH:25]=4)[N:22]([CH2:26][CH:27]([O:30]C)[O:28]C)[N:21]=[CH:20]5)[C:11](=[O:32])[C:10]=3[CH:9]=2)=[CH:4][CH:3]=1.Cl. (9) Given the product [C:19]([O:22][CH2:23][C:24]1[C:25]([N:39]2[N:48]=[CH:47][C:46]3[C:41](=[C:42]([F:53])[CH:43]=[C:44]([C:49]([CH3:51])([CH3:50])[CH3:52])[CH:45]=3)[C:40]2=[O:54])=[N:26][CH:27]=[CH:28][C:29]=1[C:2]1[CH:3]=[C:4]([NH:10][C:11]2[CH:15]=[N:14][N:13]([CH:16]([F:18])[F:17])[N:12]=2)[C:5](=[O:9])[N:6]([CH3:8])[CH:7]=1)(=[O:21])[CH3:20], predict the reactants needed to synthesize it. The reactants are: Br[C:2]1[CH:3]=[C:4]([NH:10][C:11]2[CH:15]=[N:14][N:13]([CH:16]([F:18])[F:17])[N:12]=2)[C:5](=[O:9])[N:6]([CH3:8])[CH:7]=1.[C:19]([O:22][CH2:23][C:24]1[C:25]([N:39]2[N:48]=[CH:47][C:46]3[C:41](=[C:42]([F:53])[CH:43]=[C:44]([C:49]([CH3:52])([CH3:51])[CH3:50])[CH:45]=3)[C:40]2=[O:54])=[N:26][CH:27]=[CH:28][C:29]=1B1OC(C)(C)C(C)(C)O1)(=[O:21])[CH3:20].